Dataset: CYP3A4 inhibition data for predicting drug metabolism from PubChem BioAssay. Task: Regression/Classification. Given a drug SMILES string, predict its absorption, distribution, metabolism, or excretion properties. Task type varies by dataset: regression for continuous measurements (e.g., permeability, clearance, half-life) or binary classification for categorical outcomes (e.g., BBB penetration, CYP inhibition). Dataset: cyp3a4_veith. (1) The molecule is NC(N)=N/N=C\c1ccc(O)c(C(=O)O)c1. The result is 0 (non-inhibitor). (2) The compound is N#Cc1ccc(CNc2cnccn2)cc1. The result is 0 (non-inhibitor). (3) The molecule is COC(=O)C/C=C\[C@H](C)[C@@H](OC)c1ccccc1Br. The result is 0 (non-inhibitor). (4) The compound is C=C(C)[C@H]1CN[C@H](C(=O)O)[C@@H]1CC(=O)O. The result is 0 (non-inhibitor). (5) The result is 0 (non-inhibitor). The drug is CCOC(=S)SCC(=O)O.